Dataset: Merck oncology drug combination screen with 23,052 pairs across 39 cell lines. Task: Regression. Given two drug SMILES strings and cell line genomic features, predict the synergy score measuring deviation from expected non-interaction effect. (1) Drug 1: CN(Cc1cnc2nc(N)nc(N)c2n1)c1ccc(C(=O)NC(CCC(=O)O)C(=O)O)cc1. Drug 2: Cn1cc(-c2cnn3c(N)c(Br)c(C4CCCNC4)nc23)cn1. Cell line: A2780. Synergy scores: synergy=-1.03. (2) Drug 1: NC1(c2ccc(-c3nc4ccn5c(=O)[nH]nc5c4cc3-c3ccccc3)cc2)CCC1. Drug 2: CCC1(O)C(=O)OCc2c1cc1n(c2=O)Cc2cc3c(CN(C)C)c(O)ccc3nc2-1. Cell line: KPL1. Synergy scores: synergy=52.1. (3) Drug 1: NC(=O)c1cccc2cn(-c3ccc(C4CCCNC4)cc3)nc12. Drug 2: COC1CC2CCC(C)C(O)(O2)C(=O)C(=O)N2CCCCC2C(=O)OC(C(C)CC2CCC(OP(C)(C)=O)C(OC)C2)CC(=O)C(C)C=C(C)C(O)C(OC)C(=O)C(C)CC(C)C=CC=CC=C1C. Cell line: NCIH2122. Synergy scores: synergy=28.8. (4) Drug 1: COC12C(COC(N)=O)C3=C(C(=O)C(C)=C(N)C3=O)N1CC1NC12. Drug 2: C#Cc1cccc(Nc2ncnc3cc(OCCOC)c(OCCOC)cc23)c1. Cell line: UWB1289BRCA1. Synergy scores: synergy=18.6. (5) Drug 1: COC12C(COC(N)=O)C3=C(C(=O)C(C)=C(N)C3=O)N1CC1NC12. Drug 2: C=CCn1c(=O)c2cnc(Nc3ccc(N4CCN(C)CC4)cc3)nc2n1-c1cccc(C(C)(C)O)n1. Cell line: MDAMB436. Synergy scores: synergy=14.8. (6) Drug 1: CCC1(O)CC2CN(CCc3c([nH]c4ccccc34)C(C(=O)OC)(c3cc4c(cc3OC)N(C)C3C(O)(C(=O)OC)C(OC(C)=O)C5(CC)C=CCN6CCC43C65)C2)C1. Drug 2: CC(C)CC(NC(=O)C(Cc1ccccc1)NC(=O)c1cnccn1)B(O)O. Cell line: UWB1289BRCA1. Synergy scores: synergy=-0.985.